Dataset: Forward reaction prediction with 1.9M reactions from USPTO patents (1976-2016). Task: Predict the product of the given reaction. (1) Given the reactants [O:1]1[CH2:6][CH2:5][O:4][CH2:3][C@@H:2]1[CH2:7][O:8]/[N:9]=[C:10]1\[NH:11][C@@H:12]([C:22]2[CH:27]=[CH:26][C:25]([F:28])=[CH:24][C:23]=2Br)[CH2:13][C:14]2[N:15]=[C:16]([NH2:21])[N:17]=[C:18]([CH3:20])[C:19]\1=2.[CH3:30][O:31][C:32]1[N:37]=[C:36](B2OCCN(C3C=CC=CC=3)CCO2)[CH:35]=[CH:34][CH:33]=1, predict the reaction product. The product is: [O:1]1[CH2:6][CH2:5][O:4][CH2:3][C@@H:2]1[CH2:7][O:8]/[N:9]=[C:10]1\[NH:11][C@@H:12]([C:22]2[CH:27]=[CH:26][C:25]([F:28])=[CH:24][C:23]=2[C:36]2[CH:35]=[CH:34][CH:33]=[C:32]([O:31][CH3:30])[N:37]=2)[CH2:13][C:14]2[N:15]=[C:16]([NH2:21])[N:17]=[C:18]([CH3:20])[C:19]\1=2. (2) Given the reactants [CH:1]([NH2:4])([CH3:3])[CH3:2].C(N(CC)CC)C.[Cl:12][C:13]1[C:18]([C:19]2[C:24]([F:25])=[CH:23][CH:22]=[CH:21][C:20]=2[F:26])=[C:17](Cl)[N:16]2[N:28]=[CH:29][N:30]=[C:15]2[N:14]=1, predict the reaction product. The product is: [Cl:12][C:13]1[C:18]([C:19]2[C:24]([F:25])=[CH:23][CH:22]=[CH:21][C:20]=2[F:26])=[C:17]([NH:4][CH:1]([CH3:3])[CH3:2])[N:16]2[N:28]=[CH:29][N:30]=[C:15]2[N:14]=1.